This data is from B-cell epitopes from IEDB database with 3,159 antigens for binding position prediction. The task is: Token-level Classification. Given an antigen amino acid sequence, predict which amino acid positions are active epitope sites capable of antibody binding. Output is a list of indices for active positions. (1) Given the antigen sequence: MGQNLSTSNPLGFFPDHQLDPAFRANTANPDWDFNPNKDTWPDANKVGAGAFGLGFTPPHGGLLGWSPQAQGILQTLPANPPPASTNRQSGRQPTPLSPPLRNTHPQAMQWNSTNFHQTLQDPRVRGLYFPAGGSSSGTVNPVPTTVSPISSIFSRIGDLAPNMENITSGFLGPLLVLQAGFFLLTRILTIPQSLDSWWTSLNFLGGTTVCLGQNSQSPTSNHSPTSCPPTCPGYRWMCLRRFIIFLFILLLCLIFLLVLLDYQGMLPVCPLIPGSSTT, which amino acid positions are active epitope sites? The epitope positions are: [18, 19, 20, 21, 22, 23]. The amino acids at these positions are: LDPAFR. (2) Given the antigen sequence: MNMSLSRIVKAAPLRRTTLAMALGALGAAPAAHADWNNQSIVKTGERQHGIHIQGSDPGGVRTASGTTIKVSGRQAQGILLENPAAELQFRNGSVTSSGQLSDDGIRRFLGTVTVKAGKLVADHATLANVGDTWDDDGIALYVAGEQAQASIADSTLQGAGGVQIERGANVTVQRSAIVDGGLHIGALQSLQPEDLPPSRVVLRDTNVTAVPASGAPAAVSVLGASELTLDGGHITGGRAAGVAAMQGAVVHLQRATIRRGDAPAGGAVPGGAVPGGAVPGGFGPGGFGPGGFGPVLDGWYGVDVSGSSVELAQSIVEAPELGAAIRVGRGARVTVSGGSLSAPHGNVIETGGARRFAPQAAPLSITLQAGAHAQGKALLYRVLPEPVKLTLTGGADAQGDIVATELPSIPGTSIGPLDVALASQARWTGATRAVDSLSIDNATWVMTDNSNVGALRLASDGSVDFQQPAEAGRFKVLTVNTLAGSGLFRMNVFADLGLS..., which amino acid positions are active epitope sites? The epitope positions are: [280, 281, 282, 283, 284, 285, 286, 287, 288, 289]. The amino acids at these positions are: GGFGPGGFGP. (3) Given the antigen sequence: MARLLTTCCLLALLLAACTDVALSKKGKGKPSGGGWGAGSHRQPSYPRQPGYPHNPGYPHNPGYPHNPGYPHNPGYPHNPGYPQNPGYPHNPGYPGWGQGYNPSSGGSYHNQKPWKPPKTNFKHVAGAAAAGAVVGGLGGYAMGRVMSGMNYHFDSPDEYRWWSENSARYPNRVYYRDYSSPVPQDVFVADCFNITVTEYSIGPAAKKNTSEAVAAANQTEVEMENKVVTKVIREMCVQQYREYRLASGIQLHPADTWLAVLLLLLTTLFAMH, which amino acid positions are active epitope sites? The epitope positions are: [211, 212, 213, 214, 215, 216, 217, 218, 219, 220, 221, 222, 223, 224, 225, 226, 227, 228]. The amino acids at these positions are: EAVAAANQTEVEMENKVV. (4) The epitope positions are: [267, 268, 269, 270, 271, 272, 273, 274, 275, 276, 277, 278, 279]. The amino acids at these positions are: LIYYTDFSNSSIA. Given the antigen sequence: MPFHIGSGCLPAIISNRRIYRIAWSDTPPEMSSWEKMKEFFCSTHQAEALECIWTICHPPAGTTREDVVSRFELLRTLAYDGWEENIHSGLHGENYFCILDEDSQEILSVTLDDVGNYTVNCQGYSETHHLTMATEPGVERTDITYNLTSDIDAAAYLEELKQNPIINNKIMNPVGQCESLMTPVSNFMNEKGFDNIRYRGIFIWDKPTEEIPTNHFAVVGNKEGKDYVFDVSAHQFENRGMSNLNGPLILSADEWVCKYRMATRRKLIYYTDFSNSSIAANAYDALPRELESESMAGKVFVTSPRWFNTFKKQKYSLIGKM, which amino acid positions are active epitope sites? (5) Given the antigen sequence: MESWWGLPCLAFLCFLMHARGQRDFDLADALDDPEPTKKPNSDIYPKPKPPYYPQPENPDSGGNIYPRPKPRPQPQPGNSGNSGGYFNDVDRDDGRYPPRPRPRPPAGGGGGGYSSYGNSDNTHGRGGYRLNSRYGNTYGGDHHSTYGNPEGNMVAKIVSPIVSVVVVTLLGAAASYFKLNNRRNCFRTHEPENV, which amino acid positions are active epitope sites? The epitope positions are: [21, 22, 23, 24, 25, 26, 27, 28, 29, 30, 31, 32, 33]. The amino acids at these positions are: QRDFDLADALDDP. (6) Given the antigen sequence: MRVKGIRKNYQHLWRGGTLLLGIIVICSAVEKLWVTVYYGVPVWKEATTTLFCASDAKAYDTEVHNVWATHACVPTDPNPQEVVLGNVTEKFNMWKNNMVEQMQEDIISLWDQSLKPCVKLTPLCVTLNCKDVNATNTTNGSEGTMERGEIKNCSFNITTSIRDEVQKEYALFYKLDVVPIDNNNTSYRLISCDTSVITQACPKISFEPIPIHYCAPAGFAILKCNDKTFNGKGPCKNVSTVQCTHGIRPVVSTQLLLNGSLAEEEVVIRSDNFTNNAKTIIVQLKESVEINCTRPNNNTRKSIHIGPGRAFYTTGEIIGDIRQAHCNISRAKWNDTLKQIVIKLREQFENKTIVFNHSSGGDPEIVMHSFNCGGEFFYCNSTQLFNSTWNNNTEGSNNTEGNTITLPCRIKQIINMWQEVGKAMYAPPIRGQIRCSSNITGLLLTRDGGINENGTEIFRPGGGDMKDNWRSELYKYKVVKIEPLGVAPTKAKRRVVQRE..., which amino acid positions are active epitope sites? The epitope positions are: [652, 653, 654, 655, 656, 657, 658, 659, 660]. The amino acids at these positions are: ELDKWASLW. (7) Given the antigen sequence: MGSSHHHHHHSSGLVPRGSHMDPTVDLLQSDGSALPNSVALTYSPAVNNFEAHTINTVVHTNDSDKGVVVKLSADPVLSNVLNPTLQIPVSVNFAGKPLSTTGITIDSNDLNFASSGVNKVSSTQKLSIHADATRVTGGALTAGQYQGLVSIILTKSTDNKQVEKTISVTASVDP, which amino acid positions are active epitope sites? The epitope positions are: [83, 84, 85, 86, 87, 88, 89, 90]. The amino acids at these positions are: PTLQIPVS.